This data is from Catalyst prediction with 721,799 reactions and 888 catalyst types from USPTO. The task is: Predict which catalyst facilitates the given reaction. (1) Reactant: [NH2:1][C:2]1[N:11]=[C:10]2[C:5]([C:6](=O)[CH:7]=[C:8]([CH:12]([CH3:14])[CH3:13])[NH:9]2)=[CH:4][CH:3]=1.P(Br)(Br)([Br:18])=O.C(=O)(O)[O-].[Na+]. Product: [Br:18][C:6]1[CH:7]=[C:8]([CH:12]([CH3:14])[CH3:13])[N:9]=[C:10]2[C:5]=1[CH:4]=[CH:3][C:2]([NH2:1])=[N:11]2. The catalyst class is: 10. (2) Reactant: Cl[C:2]1[N:12]=[CH:11][CH:10]=[CH:9][C:3]=1[C:4]([O:6][CH2:7][CH3:8])=[O:5].[CH2:13]([NH2:18])[CH2:14][CH:15]([CH3:17])[CH3:16].C(N(CC)CC)C. Product: [CH2:13]([NH:18][C:2]1[N:12]=[CH:11][CH:10]=[CH:9][C:3]=1[C:4]([O:6][CH2:7][CH3:8])=[O:5])[CH2:14][CH:15]([CH3:17])[CH3:16]. The catalyst class is: 13.